From a dataset of Forward reaction prediction with 1.9M reactions from USPTO patents (1976-2016). Predict the product of the given reaction. (1) The product is: [F:30][C:31]([F:44])([F:43])[S:32]([NH:1][C@@H:2]1[CH2:10][C:9]2[C:4](=[CH:5][CH:6]=[C:7]([CH2:11][N:12]3[CH:16]=[C:15]([CH2:17][OH:18])[C:14]([C:19]([F:22])([F:21])[F:20])=[N:13]3)[CH:8]=2)[CH2:3]1)(=[O:34])=[O:33]. Given the reactants [NH2:1][C@@H:2]1[CH2:10][C:9]2[C:4](=[CH:5][CH:6]=[C:7]([CH2:11][N:12]3[CH:16]=[C:15]([CH2:17][OH:18])[C:14]([C:19]([F:22])([F:21])[F:20])=[N:13]3)[CH:8]=2)[CH2:3]1.C(N(CC)CC)C.[F:30][C:31]([F:44])([F:43])[S:32](O[S:32]([C:31]([F:44])([F:43])[F:30])(=[O:34])=[O:33])(=[O:34])=[O:33], predict the reaction product. (2) Given the reactants [Br:1][C:2]1[CH:3]=[C:4]2[CH:10]=[N:9][NH:8][C:5]2=[N:6][CH:7]=1.[OH-].[K+].[I:13]I, predict the reaction product. The product is: [Br:1][C:2]1[CH:3]=[C:4]2[C:10]([I:13])=[N:9][NH:8][C:5]2=[N:6][CH:7]=1.